Dataset: Peptide-MHC class I binding affinity with 185,985 pairs from IEDB/IMGT. Task: Regression. Given a peptide amino acid sequence and an MHC pseudo amino acid sequence, predict their binding affinity value. This is MHC class I binding data. The peptide sequence is NPDIVIYQY. The MHC is HLA-B58:01 with pseudo-sequence HLA-B58:01. The binding affinity (normalized) is 0.0535.